This data is from Reaction yield outcomes from USPTO patents with 853,638 reactions. The task is: Predict the reaction yield, written as a fraction of the theoretical maximum amount of product (1.0 means a 100% yield; for example, 0.34 means a 34% yield). (1) The reactants are [CH3:1][Si:2]([CH3:21])([CH3:20])[CH2:3][CH2:4][O:5][CH2:6][N:7]1[C:11]2=[N:12][CH:13]=[CH:14][CH:15]=[C:10]2[C:9]([C:16]([O:18][CH3:19])=[O:17])=[N:8]1.[B:22]1([B:22]2[O:26][C:25]([CH3:28])([CH3:27])[C:24]([CH3:30])([CH3:29])[O:23]2)[O:26][C:25]([CH3:28])([CH3:27])[C:24]([CH3:30])([CH3:29])[O:23]1. The catalyst is CC1CCCO1.ClCCl.C[O-].C[O-].C1CC=CCCC=C1.C1CC=CCCC=C1.[Ir].[Ir].C(C1C=CN=C(C2C=C(C(C)(C)C)C=CN=2)C=1)(C)(C)C. The product is [CH3:29][C:24]1([CH3:30])[C:25]([CH3:28])([CH3:27])[O:26][B:22]([C:14]2[CH:15]=[C:10]3[C:9]([C:16]([O:18][CH3:19])=[O:17])=[N:8][N:7]([CH2:6][O:5][CH2:4][CH2:3][Si:2]([CH3:20])([CH3:21])[CH3:1])[C:11]3=[N:12][CH:13]=2)[O:23]1. The yield is 0.600. (2) The reactants are [ClH:1].[OH:2][CH2:3][CH2:4][O:5][C:6](=[O:13])[C:7]1[CH:12]=[CH:11][CH:10]=[CH:9][CH:8]=1.[CH2:14]=O. No catalyst specified. The product is [C:6]([O:5][CH2:4][CH2:3][O:2][CH2:14][Cl:1])(=[O:13])[C:7]1[CH:12]=[CH:11][CH:10]=[CH:9][CH:8]=1. The yield is 0.930. (3) The reactants are [NH2:1][C:2]1[S:3][C:4]([C:7]([OH:9])=O)=[CH:5][N:6]=1.[C:10]([C:14]1[CH:29]=[CH:28][C:17]([C:18]([NH:20][C:21]2[C:22]([NH2:27])=[CH:23][CH:24]=[CH:25][CH:26]=2)=[O:19])=[CH:16][CH:15]=1)([CH3:13])([CH3:12])[CH3:11]. No catalyst specified. The product is [NH2:1][C:2]1[S:3][C:4]([C:7]([NH:27][C:22]2[C:21]([NH:20][C:18](=[O:19])[C:17]3[CH:28]=[CH:29][C:14]([C:10]([CH3:12])([CH3:11])[CH3:13])=[CH:15][CH:16]=3)=[CH:26][CH:25]=[CH:24][CH:23]=2)=[O:9])=[CH:5][N:6]=1. The yield is 0.130. (4) The reactants are Br[C:2]1[CH:11]=[C:10]2[C:5]([C:6](=[O:25])[N:7]([CH:12]3[CH2:17][CH2:16][CH2:15][N:14]([C:18]([O:20][C:21]([CH3:24])([CH3:23])[CH3:22])=[O:19])[CH2:13]3)[CH:8]=[N:9]2)=[C:4]([F:26])[CH:3]=1.C1(P([CH:40]2[CH2:45][CH2:44]CCC2)C2CCCCC2)CCCCC1.[O-]P([O-])([O-])=O.[K+].[K+].[K+].C1(B(O)O)CC1. The yield is 0.830. The product is [CH:44]1([C:2]2[CH:11]=[C:10]3[C:5]([C:6](=[O:25])[N:7]([CH:12]4[CH2:17][CH2:16][CH2:15][N:14]([C:18]([O:20][C:21]([CH3:23])([CH3:24])[CH3:22])=[O:19])[CH2:13]4)[CH:8]=[N:9]3)=[C:4]([F:26])[CH:3]=2)[CH2:45][CH2:40]1. The catalyst is C1(C)C=CC=CC=1.O.CC([O-])=O.CC([O-])=O.[Pd+2]. (5) The reactants are [O:1]=[C:2]1[C:8]2[CH:9]=[CH:10][CH:11]=[CH:12][C:7]=2[O:6][C:5]2[CH:13]=[CH:14][CH:15]=[CH:16][C:4]=2[N:3]1[CH2:17][C:18]1[CH:23]=[CH:22][C:21](/[CH:24]=[CH:25]/[C:26]([O:28][CH2:29][CH3:30])=[O:27])=[CH:20][CH:19]=1.[H][H]. The catalyst is C(O)C.[Pd]. The product is [O:1]=[C:2]1[C:8]2[CH2:9][CH2:10][CH:11]=[CH:12][C:7]=2[O:6][C:5]2[CH:13]=[CH:14][CH:15]=[CH:16][C:4]=2[N:3]1[CH2:17][C:18]1[CH:19]=[CH:20][C:21]([CH2:24][CH2:25][C:26]([O:28][CH2:29][CH3:30])=[O:27])=[CH:22][CH:23]=1. The yield is 0.950. (6) The reactants are [CH3:1][CH:2]([CH3:20])[C@@H:3]([N:7]1[C:16](=[O:17])[C:15]2=[CH:18][NH:19][C:13]3[C:14]2=[C:9]([CH:10]=[CH:11][N:12]=3)[CH2:8]1)[C:4]([OH:6])=O.[F:21][CH2:22][C:23]1([C:27]#[N:28])[CH2:26][NH:25][CH2:24]1.C1C=CC2N(O)N=NC=2C=1.C(Cl)CCl. The catalyst is CN(C)C1C=CN=CC=1.CN(C=O)C. The product is [F:21][CH2:22][C:23]1([C:27]#[N:28])[CH2:26][N:25]([C:4](=[O:6])[C@H:3]([N:7]2[C:16](=[O:17])[C:15]3=[CH:18][NH:19][C:13]4[C:14]3=[C:9]([CH:10]=[CH:11][N:12]=4)[CH2:8]2)[CH:2]([CH3:20])[CH3:1])[CH2:24]1. The yield is 0.253. (7) The reactants are [H-].[Na+].[CH:3]1([CH2:9][N:10]2[C:14]3[CH:15]=[CH:16][C:17]([NH:19][C:20](=[O:22])[CH3:21])=[CH:18][C:13]=3[N:12]=[C:11]2[C:23]([CH3:26])([CH3:25])[CH3:24])[CH2:8][CH2:7][CH2:6][CH2:5][CH2:4]1.[CH3:27]I. The catalyst is C1COCC1. The product is [CH:3]1([CH2:9][N:10]2[C:14]3[CH:15]=[CH:16][C:17]([N:19]([CH3:27])[C:20](=[O:22])[CH3:21])=[CH:18][C:13]=3[N:12]=[C:11]2[C:23]([CH3:26])([CH3:25])[CH3:24])[CH2:4][CH2:5][CH2:6][CH2:7][CH2:8]1. The yield is 1.00. (8) The product is [Br:1][C:2]1[CH:7]=[CH:6][C:5]([S:8]([N:16]2[CH2:20][CH2:19][CH2:18][CH2:17]2)(=[O:10])=[O:9])=[C:4]([C:12]([F:15])([F:14])[F:13])[CH:3]=1. The reactants are [Br:1][C:2]1[CH:7]=[CH:6][C:5]([S:8](Cl)(=[O:10])=[O:9])=[C:4]([C:12]([F:15])([F:14])[F:13])[CH:3]=1.[NH:16]1[CH2:20][CH2:19][CH2:18][CH2:17]1. The catalyst is ClCCl. The yield is 0.960.